From a dataset of Forward reaction prediction with 1.9M reactions from USPTO patents (1976-2016). Predict the product of the given reaction. (1) The product is: [Cl:15][C:4]1[NH:5][C:6]2[C:11](=[N:10][CH:9]=[CH:8][CH:7]=2)[C:3]=1[C:1]#[N:2]. Given the reactants [C:1]([CH:3]1[C:11]2[C:6](=[CH:7][CH:8]=[CH:9][N:10]=2)[NH:5][C:4]1=O)#[N:2].P(Cl)(Cl)([Cl:15])=O, predict the reaction product. (2) Given the reactants [Br:1][C:2]1[S:3][C:4]([C:8]([OH:10])=O)=[C:5]([CH3:7])[N:6]=1.S(Cl)([Cl:13])=O, predict the reaction product. The product is: [Br:1][C:2]1[S:3][C:4]([C:8]([Cl:13])=[O:10])=[C:5]([CH3:7])[N:6]=1. (3) Given the reactants [CH3:1][C:2]1[CH:3]=[C:4]([CH:27]=[CH:28][CH:29]=1)[NH:5][C:6]1[CH:18]=[C:17]([CH2:19][CH2:20][C:21]2[CH:26]=[CH:25][CH:24]=[CH:23][CH:22]=2)[CH:16]=[CH:15][C:7]=1[C:8]([O:10]C(C)(C)C)=[O:9], predict the reaction product. The product is: [CH3:1][C:2]1[CH:3]=[C:4]([CH:27]=[CH:28][CH:29]=1)[NH:5][C:6]1[CH:18]=[C:17]([CH2:19][CH2:20][C:21]2[CH:26]=[CH:25][CH:24]=[CH:23][CH:22]=2)[CH:16]=[CH:15][C:7]=1[C:8]([OH:10])=[O:9]. (4) Given the reactants Br[C:2]1[CH:3]=[C:4]([CH:9]=[C:10]([F:12])[CH:11]=1)[C:5]([O:7]C)=[O:6].[CH:13]1([CH:18]2[CH2:26][C:25]3[C:20](=[C:21]([CH3:29])[C:22]([CH3:28])=[C:23]([OH:27])[CH:24]=3)[C:19]2=[O:30])[CH2:17][CH2:16][CH2:15][CH2:14]1, predict the reaction product. The product is: [CH:13]1([CH:18]2[CH2:26][C:25]3[C:20](=[C:21]([CH3:29])[C:22]([CH3:28])=[C:23]([O:27][CH2:5][C:4]4[CH:3]=[C:2]([C:2]5[CH:11]=[C:10]([F:12])[CH:9]=[C:4]([C:5]([OH:7])=[O:6])[CH:3]=5)[CH:11]=[CH:10][CH:9]=4)[CH:24]=3)[C:19]2=[O:30])[CH2:14][CH2:15][CH2:16][CH2:17]1. (5) Given the reactants [C:1]([C:3]1[CH:8]=[CH:7][C:6]([NH:9][C:10](=[O:19])[C:11]([CH:13]2[CH2:18][CH2:17][CH2:16][CH2:15][CH2:14]2)=[O:12])=[CH:5][C:4]=1[C:20]([F:23])([F:22])[F:21])#[N:2].Cl[C:25]1[CH:26]=[C:27](NC(=O)C(C2CCCCC2)=O)[CH:28]=[CH:29][C:30]=1[C:31]#N.C([Mg]Cl)C1C=CC=CC=1, predict the reaction product. The product is: [C:1]([C:3]1[CH:8]=[CH:7][C:6]([NH:9][C:10](=[O:19])[C:11]([CH:13]2[CH2:18][CH2:17][CH2:16][CH2:15][CH2:14]2)([OH:12])[CH2:31][C:30]2[CH:29]=[CH:28][CH:27]=[CH:26][CH:25]=2)=[CH:5][C:4]=1[C:20]([F:22])([F:21])[F:23])#[N:2]. (6) Given the reactants [CH3:1][C:2]1[CH:3]=[CH:4][C:5]([S:8]([OH:11])(=[O:10])=[O:9])=[CH:6][CH:7]=1.O.[Cl:13][C:14]1[CH:15]=[CH:16][C:17]([NH:20][C:21](=[O:49])[C:22]([NH:24][C@H:25]2[CH2:30][CH2:29][C@H:28]([C:31]([N:33]([CH3:35])[CH3:34])=[O:32])[CH2:27][C@H:26]2[NH:36][C:37]([C:39]2[S:40][C:41]3[CH2:42][N:43]([CH3:48])[CH2:44][CH2:45][C:46]=3[N:47]=2)=[O:38])=[O:23])=[N:18][CH:19]=1.C(O)C, predict the reaction product. The product is: [OH2:9].[C:2]1([CH3:1])[CH:3]=[CH:4][C:5]([S:8]([OH:11])(=[O:9])=[O:10])=[CH:6][CH:7]=1.[Cl:13][C:14]1[CH:15]=[CH:16][C:17]([NH:20][C:21](=[O:49])[C:22]([NH:24][C@H:25]2[CH2:30][CH2:29][C@H:28]([C:31]([N:33]([CH3:35])[CH3:34])=[O:32])[CH2:27][C@H:26]2[NH:36][C:37]([C:39]2[S:40][C:41]3[CH2:42][N:43]([CH3:48])[CH2:44][CH2:45][C:46]=3[N:47]=2)=[O:38])=[O:23])=[N:18][CH:19]=1. (7) Given the reactants [Cl:1][C:2]1[C:3]2[C:8]([CH:9]=[C:10]3[C:15]=1[N:14]=[C:13]([C:16]1[N:17]([C:25]4[C:30]([Cl:31])=[CH:29][CH:28]=[CH:27][N:26]=4)[N:18]=[C:19]([C:21]([F:24])([F:23])[F:22])[CH:20]=1)[O:12][C:11]3=[O:32])=[N:7][C:6]([CH3:33])=[C:5]([CH3:34])[N:4]=2.[CH3:35][NH2:36], predict the reaction product. The product is: [CH3:35][NH:36][C:11]([C:10]1[CH:9]=[C:8]2[C:3](=[C:2]([Cl:1])[C:15]=1[NH:14][C:13]([C:16]1[N:17]([C:25]3[C:30]([Cl:31])=[CH:29][CH:28]=[CH:27][N:26]=3)[N:18]=[C:19]([C:21]([F:22])([F:23])[F:24])[CH:20]=1)=[O:12])[N:4]=[C:5]([CH3:34])[C:6]([CH3:33])=[N:7]2)=[O:32].